Predict the reaction yield, written as a fraction of the theoretical maximum amount of product (1.0 means a 100% yield; for example, 0.34 means a 34% yield). From a dataset of Reaction yield outcomes from USPTO patents with 853,638 reactions. (1) The reactants are [F:1][C:2]([F:22])([F:21])[O:3][C:4]1[CH:5]=[C:6]([C:10]2[CH:11]=[C:12]([CH2:16][C:17]([O:19]C)=[O:18])[CH:13]=[N:14][CH:15]=2)[CH:7]=[CH:8][CH:9]=1.[Li+].[OH-]. The catalyst is C1COCC1.O. The yield is 0.760. The product is [F:22][C:2]([F:1])([F:21])[O:3][C:4]1[CH:5]=[C:6]([C:10]2[CH:11]=[C:12]([CH2:16][C:17]([OH:19])=[O:18])[CH:13]=[N:14][CH:15]=2)[CH:7]=[CH:8][CH:9]=1. (2) The product is [ClH:1].[ClH:39].[Cl:1][C:2]1[CH:7]=[CH:6][C:5]([CH:8]([CH2:9][NH:10][CH:18]([CH3:20])[CH3:19])[C:21]([N:23]2[CH2:24][CH2:25][N:26]([C:29]3[C:30]4[CH2:37][CH2:36][CH:35]([OH:38])[C:31]=4[N:32]=[CH:33][N:34]=3)[CH2:27][CH2:28]2)=[O:22])=[CH:4][CH:3]=1. The reactants are [Cl:1][C:2]1[CH:7]=[CH:6][C:5]([CH:8]([C:21]([N:23]2[CH2:28][CH2:27][N:26]([C:29]3[C:30]4[CH2:37][CH2:36][CH:35]([OH:38])[C:31]=4[N:32]=[CH:33][N:34]=3)[CH2:25][CH2:24]2)=[O:22])[CH2:9][N:10]([CH:18]([CH3:20])[CH3:19])C(=O)OC(C)(C)C)=[CH:4][CH:3]=1.[ClH:39]. The catalyst is C(Cl)Cl.O1CCOCC1. The yield is 0.990.